Dataset: NCI-60 drug combinations with 297,098 pairs across 59 cell lines. Task: Regression. Given two drug SMILES strings and cell line genomic features, predict the synergy score measuring deviation from expected non-interaction effect. (1) Drug 1: C1=C(C(=O)NC(=O)N1)F. Drug 2: CS(=O)(=O)OCCCCOS(=O)(=O)C. Cell line: HOP-92. Synergy scores: CSS=13.8, Synergy_ZIP=-3.25, Synergy_Bliss=-4.81, Synergy_Loewe=-7.28, Synergy_HSA=-2.26. (2) Drug 1: CCCS(=O)(=O)NC1=C(C(=C(C=C1)F)C(=O)C2=CNC3=C2C=C(C=N3)C4=CC=C(C=C4)Cl)F. Cell line: MDA-MB-435. Synergy scores: CSS=38.2, Synergy_ZIP=15.1, Synergy_Bliss=15.8, Synergy_Loewe=-0.634, Synergy_HSA=12.1. Drug 2: C1CCN(CC1)CCOC2=CC=C(C=C2)C(=O)C3=C(SC4=C3C=CC(=C4)O)C5=CC=C(C=C5)O. (3) Drug 1: CNC(=O)C1=CC=CC=C1SC2=CC3=C(C=C2)C(=NN3)C=CC4=CC=CC=N4. Drug 2: CC1CCCC2(C(O2)CC(NC(=O)CC(C(C(=O)C(C1O)C)(C)C)O)C(=CC3=CSC(=N3)C)C)C. Cell line: A549. Synergy scores: CSS=24.4, Synergy_ZIP=2.99, Synergy_Bliss=7.64, Synergy_Loewe=5.23, Synergy_HSA=7.73.